From a dataset of Peptide-MHC class II binding affinity with 134,281 pairs from IEDB. Regression. Given a peptide amino acid sequence and an MHC pseudo amino acid sequence, predict their binding affinity value. This is MHC class II binding data. The peptide sequence is ANPGLIIGALAG. The MHC is HLA-DQA10501-DQB10201 with pseudo-sequence HLA-DQA10501-DQB10201. The binding affinity (normalized) is 0.402.